Dataset: Full USPTO retrosynthesis dataset with 1.9M reactions from patents (1976-2016). Task: Predict the reactants needed to synthesize the given product. (1) The reactants are: [CH3:1][CH:2]1[CH2:7][NH:6][CH:5]([C:8]([F:11])([F:10])[F:9])[CH2:4][NH:3]1.[C:12](O[C:12]([O:14][C:15]([CH3:18])([CH3:17])[CH3:16])=[O:13])([O:14][C:15]([CH3:18])([CH3:17])[CH3:16])=[O:13]. Given the product [C:15]([O:14][C:12]([N:3]1[CH2:4][CH:5]([C:8]([F:11])([F:9])[F:10])[NH:6][CH2:7][CH:2]1[CH3:1])=[O:13])([CH3:18])([CH3:17])[CH3:16], predict the reactants needed to synthesize it. (2) Given the product [OH:25][CH:24]([C:23]1[CH:22]=[CH:21][C:20]([N+:17]([O-:19])=[O:18])=[CH:27][CH:26]=1)[C:10]1[S:11][C:5]2[N:4]([CH2:12][CH:13]([CH3:14])[CH3:15])[C:3](=[O:16])[N:2]([CH3:1])[C:7](=[O:8])[C:6]=2[CH:9]=1, predict the reactants needed to synthesize it. The reactants are: [CH3:1][N:2]1[C:7](=[O:8])[C:6]2[CH:9]=[CH:10][S:11][C:5]=2[N:4]([CH2:12][CH:13]([CH3:15])[CH3:14])[C:3]1=[O:16].[N+:17]([C:20]1[CH:27]=[CH:26][C:23]([CH:24]=[O:25])=[CH:22][CH:21]=1)([O-:19])=[O:18].